Task: Predict the reactants needed to synthesize the given product.. Dataset: Full USPTO retrosynthesis dataset with 1.9M reactions from patents (1976-2016) (1) Given the product [CH3:6][C:7]1[CH:8]=[C:9]([N:14]2[C:18](=[O:19])[C:17]([CH:24]=[O:25])=[C:16]([CH3:20])[NH:15]2)[CH:10]=[CH:11][C:12]=1[CH3:13], predict the reactants needed to synthesize it. The reactants are: P(Cl)(Cl)(Cl)=O.[CH3:6][C:7]1[CH:8]=[C:9]([N:14]2[C:18](=[O:19])[CH:17]=[C:16]([CH3:20])[NH:15]2)[CH:10]=[CH:11][C:12]=1[CH3:13].O.CN(C)[CH:24]=[O:25]. (2) Given the product [OH:24][C:3]1[CH:4]=[C:5]([CH:22]=[CH:23][C:2]=1[C:29]#[C:28][C:27]([O:26][CH3:25])([CH3:31])[CH3:30])[C:6]([NH:8][S:9]([C:12]1[CH:17]=[CH:16][CH:15]=[CH:14][C:13]=1[S:18](=[O:21])(=[O:20])[NH2:19])(=[O:11])=[O:10])=[O:7], predict the reactants needed to synthesize it. The reactants are: Br[C:2]1[CH:23]=[CH:22][C:5]([C:6]([NH:8][S:9]([C:12]2[CH:17]=[CH:16][CH:15]=[CH:14][C:13]=2[S:18](=[O:21])(=[O:20])[NH2:19])(=[O:11])=[O:10])=[O:7])=[CH:4][C:3]=1[OH:24].[CH3:25][O:26][C:27]([CH3:31])([CH3:30])[C:28]#[CH:29]. (3) Given the product [Cl:1][C:2]1[CH:3]=[C:4]([CH2:27][NH:28][S:40]([CH3:39])(=[O:42])=[O:41])[CH:5]=[CH:6][C:7]=1[C:8]1[S:9][C:10]([C:13]2[N:14]=[C:15]3[C:20]([Cl:21])=[CH:19][C:18]([C:22]([F:24])([F:23])[F:25])=[CH:17][N:16]3[CH:26]=2)=[N:11][N:12]=1, predict the reactants needed to synthesize it. The reactants are: [Cl:1][C:2]1[CH:3]=[C:4]([CH2:27][NH2:28])[CH:5]=[CH:6][C:7]=1[C:8]1[S:9][C:10]([C:13]2[N:14]=[C:15]3[C:20]([Cl:21])=[CH:19][C:18]([C:22]([F:25])([F:24])[F:23])=[CH:17][N:16]3[CH:26]=2)=[N:11][N:12]=1.ClCCl.C(N(CC)CC)C.[CH3:39][S:40](Cl)(=[O:42])=[O:41]. (4) Given the product [CH2:19]([NH:18][C:16]([C:15]1[CH:21]=[CH:22][C:12]([S:9]([C:6]2[CH:7]=[CH:8][C:3]([CH2:2][NH:1][C:32]([C:30]3[CH:29]=[CH:28][C:27]4[N:26]([CH:25]=[CH:24][N:23]=4)[CH:31]=3)=[O:33])=[CH:4][CH:5]=2)(=[O:11])=[O:10])=[CH:13][CH:14]=1)=[O:17])[CH3:20], predict the reactants needed to synthesize it. The reactants are: [NH2:1][CH2:2][C:3]1[CH:8]=[CH:7][C:6]([S:9]([C:12]2[CH:22]=[CH:21][C:15]([C:16]([NH:18][CH2:19][CH3:20])=[O:17])=[CH:14][CH:13]=2)(=[O:11])=[O:10])=[CH:5][CH:4]=1.[N:23]1[CH:24]=[CH:25][N:26]2[CH:31]=[C:30]([C:32](O)=[O:33])[CH:29]=[CH:28][C:27]=12.CN(C(ON1N=NC2C=CC=NC1=2)=[N+](C)C)C.F[P-](F)(F)(F)(F)F.CCN(C(C)C)C(C)C. (5) Given the product [F:15][C:12]1([F:16])[CH2:13][CH2:14][CH:9]([CH2:8][NH2:7])[CH2:10][CH2:11]1.[C:27]([OH:29])([C:26]([F:31])([F:30])[F:25])=[O:28], predict the reactants needed to synthesize it. The reactants are: C(OC(=O)[NH:7][CH2:8][CH:9]1[CH2:14][CH2:13][C:12]([F:16])([F:15])[CH2:11][CH2:10]1)(C)(C)C.C([SiH](CC)CC)C.[F:25][C:26]([F:31])([F:30])[C:27]([OH:29])=[O:28]. (6) Given the product [F:8][C:9]([F:22])([F:21])[S:10]([O:13][SiH:3]([CH3:6])[CH3:4])(=[O:12])=[O:11], predict the reactants needed to synthesize it. The reactants are: CN([SiH3])[Si:3]([CH3:6])(C)[CH3:4].[F:8][C:9]([F:22])([F:21])[S:10]([O:13]S(C(F)(F)F)(=O)=O)(=[O:12])=[O:11].